This data is from Reaction yield outcomes from USPTO patents with 853,638 reactions. The task is: Predict the reaction yield, written as a fraction of the theoretical maximum amount of product (1.0 means a 100% yield; for example, 0.34 means a 34% yield). (1) The reactants are [C:1]([O:5][C:6]([N:8]1[CH2:12][C@@H:11](Cl)[CH2:10][C@H:9]1[CH2:14][O:15][CH2:16][C:17]1[CH:22]=[C:21]([F:23])[C:20]([F:24])=[CH:19][C:18]=1[F:25])=[O:7])([CH3:4])([CH3:3])[CH3:2].[C:26]([O-:29])(=[S:28])[CH3:27].[K+]. The catalyst is CN(C=O)C. The product is [C:1]([O:5][C:6]([N:8]1[CH2:12][C@@H:11]([S:28][C:26](=[O:29])[CH3:27])[CH2:10][C@@H:9]1[CH2:14][O:15][CH2:16][C:17]1[CH:22]=[C:21]([F:23])[C:20]([F:24])=[CH:19][C:18]=1[F:25])=[O:7])([CH3:4])([CH3:3])[CH3:2]. The yield is 0.890. (2) The reactants are [C:1]([OH:4])(=O)[CH3:2].[C:5](O)(=[O:7])[CH3:6].[C:9]1([CH:17]=[CH:18][C:19]2[CH:25]=[CH:24][C:22]([OH:23])=[CH:21][CH:20]=2)[CH:16]=[C:14]([OH:15])[CH:13]=[C:11]([OH:12])[CH:10]=1.C(N(CC)CC)C.[C:33]([O:36][C:37]1[CH:42]=[CH:41][C:40](/[CH:43]=[CH:44]/[C:45](Cl)=[O:46])=[CH:39][C:38]=1[O:48][CH3:49])(=[O:35])[CH3:34].Cl. The catalyst is C1COCC1.CN(C1C=CN=CC=1)C.ClCCl. The product is [C:33]([O:36][C:37]1[CH:42]=[CH:41][C:40](/[CH:43]=[CH:44]/[C:45]([O:23][C:22]2[CH:24]=[CH:25][C:19](/[CH:18]=[CH:17]/[C:9]3[CH:16]=[C:14]([O:15][C:5](=[O:7])[CH3:6])[CH:13]=[C:11]([O:12][C:1](=[O:4])[CH3:2])[CH:10]=3)=[CH:20][CH:21]=2)=[O:46])=[CH:39][C:38]=1[O:48][CH3:49])(=[O:35])[CH3:34]. The yield is 0.500. (3) The catalyst is CO. The reactants are C(O[C:6](=[O:28])[NH:7][CH2:8][CH:9]([C:13]([N:15]1[CH2:19][CH:18]([Cl:20])[CH:17]2[O:21][CH2:22][C:23]([O:26][CH3:27])([O:24][CH3:25])[CH:16]12)=[O:14])[CH:10]([CH3:12])[CH3:11])(C)(C)C.C(Cl)(=O)C.Cl.N1C=CC=C1.Cl.[F:40][C:41]1[S:45][C:44]([N:46]2[CH2:51][CH2:50][N:49]([CH3:52])[CH2:48][CH2:47]2)=[N:43][C:42]=1[C:53]1[CH:61]=[CH:60][C:56](C(O)=O)=[CH:55][CH:54]=1.CN(C(ON1N=NC2C=CC=NC1=2)=[N+](C)C)C.F[P-](F)(F)(F)(F)F. The yield is 0.850. The product is [Cl:20][CH:18]1[CH2:19][N:15]([C:13]([CH:9]([CH:10]([CH3:11])[CH3:12])[CH2:8][NH:7][C:6](=[O:28])[C:56]2[CH:60]=[CH:61][C:53]([C:42]3[N:43]=[C:44]([N:46]4[CH2:47][CH2:48][N:49]([CH3:52])[CH2:50][CH2:51]4)[S:45][C:41]=3[F:40])=[CH:54][CH:55]=2)=[O:14])[CH:16]2[C:23]([O:24][CH3:25])([O:26][CH3:27])[CH2:22][O:21][CH:17]12. (4) The reactants are [I:1][C:2]1[C:3]([CH3:12])=[CH:4][C:5]([CH3:11])=[C:6]([CH:10]=1)[C:7]([OH:9])=[O:8].S(=O)(=O)(O)O.[CH3:18]O. No catalyst specified. The product is [I:1][C:2]1[C:3]([CH3:12])=[CH:4][C:5]([CH3:11])=[C:6]([CH:10]=1)[C:7]([O:9][CH3:18])=[O:8]. The yield is 0.880.